Dataset: Forward reaction prediction with 1.9M reactions from USPTO patents (1976-2016). Task: Predict the product of the given reaction. (1) Given the reactants Br[C:2]1[CH:7]=[CH:6][N:5]2[C:8](=[O:15])[N:9]([CH2:11][CH:12]([CH3:14])[CH3:13])[N:10]=[C:4]2[C:3]=1I.[CH3:17][C:18]1[CH:23]=[CH:22][C:21](B(O)O)=[CH:20][CH:19]=1.C([O-])([O-])=O.[K+].[K+], predict the reaction product. The product is: [CH3:17][C:18]1[CH:23]=[CH:22][C:21]([C:2]2[CH:7]=[CH:6][N:5]3[C:8](=[O:15])[N:9]([CH2:11][CH:12]([CH3:14])[CH3:13])[N:10]=[C:4]3[C:3]=2[C:21]2[CH:22]=[CH:23][C:18]([CH3:17])=[CH:19][CH:20]=2)=[CH:20][CH:19]=1. (2) The product is: [Si:20]([O:1][C:2]1[CH:3]=[C:4]([CH:7]=[CH:8][CH:9]=1)[CH:5]=[O:6])([C:16]([CH3:19])([CH3:18])[CH3:17])([CH3:23])[CH3:22]. Given the reactants [OH:1][C:2]1[CH:3]=[C:4]([CH:7]=[CH:8][CH:9]=1)[CH:5]=[O:6].C(=O)([O-])[O-].[K+].[K+].[C:16]([Si:20]([CH3:23])([CH3:22])Cl)([CH3:19])([CH3:18])[CH3:17].C(OCC)(=O)C, predict the reaction product. (3) Given the reactants Br[C:2]1[CH:7]=[CH:6][C:5]([C:8]([F:11])([F:10])[F:9])=[C:4]([F:12])[CH:3]=1.C([Li])CCC.[Si:18]([O:25][C@@H:26]([CH3:34])[C:27](N1CCCC1)=[O:28])([C:21]([CH3:24])([CH3:23])[CH3:22])([CH3:20])[CH3:19], predict the reaction product. The product is: [Si:18]([O:25][C@@H:26]([CH3:34])[C:27]([C:3]1[CH:2]=[CH:7][CH:6]=[C:5]([C:8]([F:11])([F:10])[F:9])[C:4]=1[F:12])=[O:28])([C:21]([CH3:24])([CH3:23])[CH3:22])([CH3:20])[CH3:19].